Dataset: Forward reaction prediction with 1.9M reactions from USPTO patents (1976-2016). Task: Predict the product of the given reaction. (1) Given the reactants [Na].[C:2]([OH:21])(=[O:20])[CH2:3][CH2:4][CH2:5][CH2:6][CH2:7][CH2:8][CH2:9][CH2:10][CH2:11][CH2:12][CH2:13][CH2:14][CH2:15][CH2:16][CH:17]([CH3:19])[CH3:18].[N+]([O-])([O-])=O.[Ag+:26].[OH-].[Na+].C([O-])(=O)CCCCCCCCCCCCCCC(C)C.[Na+], predict the reaction product. The product is: [C:2]([O-:21])(=[O:20])[CH2:3][CH2:4][CH2:5][CH2:6][CH2:7][CH2:8][CH2:9][CH2:10][CH2:11][CH2:12][CH2:13][CH2:14][CH2:15][CH2:16][CH:17]([CH3:18])[CH3:19].[Ag+:26]. (2) Given the reactants [CH3:1][C:2]1[CH:7]=[C:6]([C:8]2[CH:9]=[C:10]([CH:18]=[C:19]([N+:21]([O-])=O)[CH:20]=2)[C:11]([O:13][C:14]([CH3:17])([CH3:16])[CH3:15])=[O:12])[CH:5]=[CH:4][N:3]=1.[H][H], predict the reaction product. The product is: [NH2:21][C:19]1[CH:18]=[C:10]([CH:9]=[C:8]([C:6]2[CH:5]=[CH:4][N:3]=[C:2]([CH3:1])[CH:7]=2)[CH:20]=1)[C:11]([O:13][C:14]([CH3:17])([CH3:16])[CH3:15])=[O:12].